From a dataset of NCI-60 drug combinations with 297,098 pairs across 59 cell lines. Regression. Given two drug SMILES strings and cell line genomic features, predict the synergy score measuring deviation from expected non-interaction effect. (1) Drug 1: CS(=O)(=O)CCNCC1=CC=C(O1)C2=CC3=C(C=C2)N=CN=C3NC4=CC(=C(C=C4)OCC5=CC(=CC=C5)F)Cl. Drug 2: C(CN)CNCCSP(=O)(O)O. Cell line: HCT-15. Synergy scores: CSS=3.00, Synergy_ZIP=-1.81, Synergy_Bliss=-2.27, Synergy_Loewe=-5.87, Synergy_HSA=-3.05. (2) Drug 1: CC1=C(C=C(C=C1)NC2=NC=CC(=N2)N(C)C3=CC4=NN(C(=C4C=C3)C)C)S(=O)(=O)N.Cl. Drug 2: CC1CCCC2(C(O2)CC(NC(=O)CC(C(C(=O)C(C1O)C)(C)C)O)C(=CC3=CSC(=N3)C)C)C. Cell line: UO-31. Synergy scores: CSS=2.65, Synergy_ZIP=-1.60, Synergy_Bliss=-0.688, Synergy_Loewe=0.276, Synergy_HSA=0.232.